From a dataset of Peptide-MHC class II binding affinity with 134,281 pairs from IEDB. Regression. Given a peptide amino acid sequence and an MHC pseudo amino acid sequence, predict their binding affinity value. This is MHC class II binding data. (1) The peptide sequence is DEAHFTDPASIAARG. The MHC is DRB1_0401 with pseudo-sequence DRB1_0401. The binding affinity (normalized) is 0.419. (2) The peptide sequence is DCISIGPGSTGLNIT. The MHC is DRB1_1602 with pseudo-sequence DRB1_1602. The binding affinity (normalized) is 0.255. (3) The peptide sequence is AREKNPRLCTKEEFI. The MHC is DRB1_0701 with pseudo-sequence DRB1_0701. The binding affinity (normalized) is 0.271. (4) The peptide sequence is SEELRSLYNTVATLYCVHQ. The MHC is HLA-DPA10201-DPB10501 with pseudo-sequence HLA-DPA10201-DPB10501. The binding affinity (normalized) is 0.302. (5) The peptide sequence is AGWDTVLQSITTILA. The MHC is DRB1_0405 with pseudo-sequence DRB1_0405. The binding affinity (normalized) is 0.704. (6) The peptide sequence is GLDVVDAVSNALIKS. The MHC is DRB1_1501 with pseudo-sequence DRB1_1501. The binding affinity (normalized) is 0.852. (7) The peptide sequence is QVCYNFKVQFLFSSM. The MHC is DRB1_0405 with pseudo-sequence DRB1_0405. The binding affinity (normalized) is 0.628. (8) The peptide sequence is FYADDTAGWDTRITE. The MHC is HLA-DQA10102-DQB10501 with pseudo-sequence HLA-DQA10102-DQB10501. The binding affinity (normalized) is 0.